Dataset: Full USPTO retrosynthesis dataset with 1.9M reactions from patents (1976-2016). Task: Predict the reactants needed to synthesize the given product. (1) Given the product [C:31]([O:35][C:36](=[O:45])[C:37]1[CH:42]=[CH:41][C:40]([C:6]2[CH2:7][O:8][C:9]([C:15]3[CH:16]=[C:17]([Cl:22])[CH:18]=[C:19]([Cl:21])[CH:20]=3)([C:11]([F:12])([F:14])[F:13])[CH:10]=2)=[CH:39][C:38]=1[CH3:44])([CH3:34])([CH3:33])[CH3:32], predict the reactants needed to synthesize it. The reactants are: C([Sn](CCCC)(CCCC)[C:6]1[CH2:7][O:8][C:9]([C:15]2[CH:20]=[C:19]([Cl:21])[CH:18]=[C:17]([Cl:22])[CH:16]=2)([C:11]([F:14])([F:13])[F:12])[CH:10]=1)CCC.[C:31]([O:35][C:36](=[O:45])[C:37]1[CH:42]=[CH:41][C:40](Br)=[CH:39][C:38]=1[CH3:44])([CH3:34])([CH3:33])[CH3:32].[Cl-].[Li+]. (2) Given the product [CH3:1][C:2]1[CH:23]=[CH:22][CH:21]=[C:20]([CH3:24])[C:3]=1[CH2:4][NH:5][C:6]1[C:7]2[N:8]([C:15]([CH3:19])=[C:16]([CH3:18])[N:17]=2)[CH:9]=[C:10]([C:12]([NH:56][CH2:57][C@@H:58]([OH:60])[CH3:59])=[O:14])[CH:11]=1, predict the reactants needed to synthesize it. The reactants are: [CH3:1][C:2]1[CH:23]=[CH:22][CH:21]=[C:20]([CH3:24])[C:3]=1[CH2:4][NH:5][C:6]1[C:7]2[N:8]([C:15]([CH3:19])=[C:16]([CH3:18])[N:17]=2)[CH:9]=[C:10]([C:12]([OH:14])=O)[CH:11]=1.C(N(C(C)C)CC)(C)C.[B-](F)(F)(F)F.CN(C(ON1N=NC2C1=CC=CC=2)=[N+](C)C)C.[NH2:56][CH2:57][C@@H:58]([OH:60])[CH3:59]. (3) Given the product [N:14]1([C:3]2[N:4]=[C:5]([OH:13])[C:6]3[CH:12]=[CH:11][N:10]=[CH:9][C:7]=3[N:8]=2)[CH2:19][CH2:18][O:17][CH2:16][CH2:15]1, predict the reactants needed to synthesize it. The reactants are: Cl.Cl[C:3]1[N:4]=[C:5]([OH:13])[C:6]2[CH:12]=[CH:11][N:10]=[CH:9][C:7]=2[N:8]=1.[NH:14]1[CH2:19][CH2:18][O:17][CH2:16][CH2:15]1. (4) Given the product [Cl:11][C:12]1[CH:13]=[C:14]([C:18]2[N:19]=[C:20]([NH:1][C:2]3[CH:7]=[CH:6][C:5]([CH2:8][C:9]#[N:10])=[CH:4][CH:3]=3)[C:21]3[S:27](=[O:29])(=[O:28])[CH2:26][CH2:25][CH2:24][C:22]=3[N:23]=2)[CH:15]=[CH:16][CH:17]=1, predict the reactants needed to synthesize it. The reactants are: [NH2:1][C:2]1[CH:7]=[CH:6][C:5]([CH2:8][C:9]#[N:10])=[CH:4][CH:3]=1.[Cl:11][C:12]1[CH:13]=[C:14]([C:18]2[N:19]=[C:20](OS(C(F)(F)F)(=O)=O)[C:21]3[S:27](=[O:29])(=[O:28])[CH2:26][CH2:25][CH2:24][C:22]=3[N:23]=2)[CH:15]=[CH:16][CH:17]=1.CN(C=O)C. (5) Given the product [Cl:35][C:32]1[CH:33]=[CH:34][C:29]([NH:28][C:26](=[O:27])[C:25]([NH:24][C@H:14]2[CH2:15][CH2:16][C@H:17]([C:19](=[O:20])[N:21]([CH3:22])[CH3:23])[CH2:18][C@H:13]2[NH:12][C:11]([C:47]2[S:48][C:42]3[CH2:41][N:40]([CH3:39])[CH2:45][CH2:44][C:43]=3[N:46]=2)=[O:10])=[O:36])=[N:30][CH:31]=1, predict the reactants needed to synthesize it. The reactants are: CS(O)(=O)=O.C([O:10][C:11](=O)[NH:12][C@@H:13]1[CH2:18][C@@H:17]([C:19]([N:21]([CH3:23])[CH3:22])=[O:20])[CH2:16][CH2:15][C@@H:14]1[NH:24][C:25](=[O:36])[C:26]([NH:28][C:29]1[CH:34]=[CH:33][C:32]([Cl:35])=[CH:31][N:30]=1)=[O:27])(C)(C)C.Cl.[CH3:39][N:40]1[CH2:45][CH2:44][C:43]2[N:46]=[C:47](C(O)=O)[S:48][C:42]=2[CH2:41]1.ON1C2C=CC=CC=2N=N1.Cl.C(N=C=NCCCN(C)C)C. (6) Given the product [CH3:12][O:13][C:14]([C:15]1[C:16]([C:17]2[CH:22]=[CH:21][CH:20]=[C:19]([F:23])[CH:18]=2)=[N:38][N:39]2[C:44]=1[CH:43]=[CH:42][C:41]([O:45][CH3:46])=[N:40]2)=[O:24], predict the reactants needed to synthesize it. The reactants are: N12CCCN=C1CCCCC2.[CH3:12][O:13][C:14](=[O:24])[C:15]#[C:16][C:17]1[CH:22]=[CH:21][CH:20]=[C:19]([F:23])[CH:18]=1.C1(C)C=C(C)C=C(C)C=1S([O-])(=O)=O.[NH2:38][N+:39]1[CH:44]=[CH:43][CH:42]=[C:41]([O:45][CH3:46])[N:40]=1. (7) Given the product [F:1][C:2]1[CH:3]=[C:4]([CH:27]=[CH:28][C:29]=1[CH3:30])[CH2:5][N:6]1[CH2:10][CH2:9][CH:8]([N:11]2[CH2:16][CH2:15][C@@H:14]([C:17]3[CH:22]=[CH:21][C:20]([OH:23])=[CH:19][CH:18]=3)[C@H:13]([OH:25])[CH2:12]2)[C:7]1=[O:26], predict the reactants needed to synthesize it. The reactants are: [F:1][C:2]1[CH:3]=[C:4]([CH:27]=[CH:28][C:29]=1[CH3:30])[CH2:5][N:6]1[CH2:10][CH2:9][CH:8]([N:11]2[CH2:16][CH2:15][C@@H:14]([C:17]3[CH:22]=[CH:21][C:20]([O:23]C)=[CH:19][CH:18]=3)[C@H:13]([OH:25])[CH2:12]2)[C:7]1=[O:26].B(Br)(Br)Br.